Dataset: Forward reaction prediction with 1.9M reactions from USPTO patents (1976-2016). Task: Predict the product of the given reaction. (1) The product is: [Br:3][C:4]1[S:8][C:7]([CH:9]([OH:10])[C:12]([F:14])([F:13])[F:11])=[CH:6][CH:5]=1. Given the reactants [F-].[Cs+].[Br:3][C:4]1[S:8][C:7]([CH:9]=[O:10])=[CH:6][CH:5]=1.[F:11][C:12]([Si](C)(C)C)([F:14])[F:13], predict the reaction product. (2) Given the reactants [NH2:1][OH:2].O.[CH3:4][S:5]([C:8]1[CH:9]=[C:10]([S:13](Cl)(=[O:15])=[O:14])[S:11][CH:12]=1)(=[O:7])=[O:6].S(Cl)(Cl)(=O)=O, predict the reaction product. The product is: [OH:2][NH:1][S:13]([C:10]1[S:11][CH:12]=[C:8]([S:5]([CH3:4])(=[O:7])=[O:6])[CH:9]=1)(=[O:15])=[O:14]. (3) The product is: [Br:10][C:11]1[CH:17]=[CH:16][CH:15]=[CH:14][C:12]=1[NH:13][C:2]1[CH:7]=[CH:6][CH:5]=[CH:4][C:3]=1[O:8][CH3:9]. Given the reactants I[C:2]1[CH:7]=[CH:6][CH:5]=[CH:4][C:3]=1[O:8][CH3:9].[Br:10][C:11]1[CH:17]=[CH:16][CH:15]=[CH:14][C:12]=1[NH2:13].C1(P(C2C=CC=CC=2)C2C=CC=CC=2OC2C=CC=CC=2P(C2C=CC=CC=2)C2C=CC=CC=2)C=CC=CC=1.CC(C)([O-])C.[Na+], predict the reaction product. (4) Given the reactants [CH2:1](Br)[C:2]1[CH:7]=[CH:6][CH:5]=[CH:4][CH:3]=1.[Cl:9][C:10]1[CH:11]=[CH:12][N:13]2[C:18]=1[C:17](=[O:19])[NH:16][C:15]([CH3:20])=[N:14]2.C([O-])([O-])=O.[Cs+].[Cs+], predict the reaction product. The product is: [CH2:1]([N:16]1[C:17](=[O:19])[C:18]2=[C:10]([Cl:9])[CH:11]=[CH:12][N:13]2[N:14]=[C:15]1[CH3:20])[C:2]1[CH:7]=[CH:6][CH:5]=[CH:4][CH:3]=1. (5) Given the reactants C1C=C[NH+]=CC=1.[Br:7][Br-]Br.[Cl:10][C:11]1[CH:19]=[C:18]2[C:14]([CH:15]([CH2:21][C:22]3[CH:27]=[CH:26][CH:25]=[C:24]([Cl:28])[CH:23]=3)[C:16](=[O:20])[NH:17]2)=[CH:13][CH:12]=1, predict the reaction product. The product is: [Br:7][C:15]1([CH2:21][C:22]2[CH:27]=[CH:26][CH:25]=[C:24]([Cl:28])[CH:23]=2)[C:14]2[C:18](=[CH:19][C:11]([Cl:10])=[CH:12][CH:13]=2)[NH:17][C:16]1=[O:20]. (6) Given the reactants [O:1]=[C:2]1[N:8]([CH:9]2[CH2:14][CH2:13][N:12]([C:15]([O:17][C@@H:18]([C:31](O)=[O:32])[CH2:19][C:20]3[CH:29]=[C:28]([CH3:30])[C:23]4[NH:24][C:25](=[O:27])[O:26][C:22]=4[CH:21]=3)=[O:16])[CH2:11][CH2:10]2)[CH2:7][CH2:6][C:5]2[CH:34]=[CH:35][CH:36]=[CH:37][C:4]=2[NH:3]1.CN(C(ON1N=NC2C=CC=CC1=2)=[N+](C)C)C.[B-](F)(F)(F)F.C(N(CC)CC)C.[N:67]1([S:79]([NH2:82])(=[O:81])=[O:80])[CH2:72][CH2:71][CH:70]([CH:73]2[CH2:78][CH2:77][NH:76][CH2:75][CH2:74]2)[CH2:69][CH2:68]1, predict the reaction product. The product is: [O:1]=[C:2]1[N:8]([CH:9]2[CH2:10][CH2:11][N:12]([C:15]([O:17][C@H:18]([CH2:19][C:20]3[CH:29]=[C:28]([CH3:30])[C:23]4[NH:24][C:25](=[O:27])[O:26][C:22]=4[CH:21]=3)[C:31](=[O:32])[N:76]3[CH2:75][CH2:74][CH:73]([CH:70]4[CH2:71][CH2:72][N:67]([S:79](=[O:81])(=[O:80])[NH2:82])[CH2:68][CH2:69]4)[CH2:78][CH2:77]3)=[O:16])[CH2:13][CH2:14]2)[CH2:7][CH2:6][C:5]2[CH:34]=[CH:35][CH:36]=[CH:37][C:4]=2[NH:3]1.